Dataset: Forward reaction prediction with 1.9M reactions from USPTO patents (1976-2016). Task: Predict the product of the given reaction. Given the reactants [CH3:1][C:2]1[C:7]([O:8][C:9]2[CH:14]=[CH:13][N:12]=[C:11]([C:15]3[CH:16]=[N:17][N:18]([CH3:20])[CH:19]=3)[CH:10]=2)=[C:6]([CH3:21])[CH:5]=[C:4]([N+:22]([O-])=O)[N:3]=1.[NH4+].[Cl-], predict the reaction product. The product is: [CH3:21][C:6]1[C:7]([O:8][C:9]2[CH:14]=[CH:13][N:12]=[C:11]([C:15]3[CH:16]=[N:17][N:18]([CH3:20])[CH:19]=3)[CH:10]=2)=[C:2]([CH3:1])[N:3]=[C:4]([NH2:22])[CH:5]=1.